From a dataset of Reaction yield outcomes from USPTO patents with 853,638 reactions. Predict the reaction yield, written as a fraction of the theoretical maximum amount of product (1.0 means a 100% yield; for example, 0.34 means a 34% yield). (1) The reactants are [NH2:1][CH2:2][C:3]1[CH:8]=[CH:7][C:6]([C:9]2[C:14]([CH3:15])=[CH:13][CH:12]=[C:11]([NH:16][C:17]([C:19]3([C:22]4[CH:30]=[CH:29][C:25]5[O:26][CH2:27][O:28][C:24]=5[CH:23]=4)[CH2:21][CH2:20]3)=[O:18])[CH:10]=2)=[CH:5][CH:4]=1.[CH2:31]([S:34](Cl)(=[O:36])=[O:35])[CH2:32][CH3:33].CCN(CC)CC. The catalyst is ClCCl. The product is [O:26]1[C:25]2[CH:29]=[CH:30][C:22]([C:19]3([C:17]([NH:16][C:11]4[CH:10]=[C:9]([C:6]5[CH:5]=[CH:4][C:3]([CH2:2][NH:1][S:34]([CH2:31][CH2:32][CH3:33])(=[O:36])=[O:35])=[CH:8][CH:7]=5)[C:14]([CH3:15])=[CH:13][CH:12]=4)=[O:18])[CH2:20][CH2:21]3)=[CH:23][C:24]=2[O:28][CH2:27]1. The yield is 0.100. (2) The reactants are [CH:1]([CH:4]1[N:9]([C:10]2[N:15]=[C:14]([C:16]([F:19])([F:18])[F:17])[C:13]([C:20](=[O:22])[CH3:21])=[CH:12][N:11]=2)[CH2:8][CH2:7][N:6]2[C:23]3[CH:29]=[C:28]([S:30]([CH3:33])(=[O:32])=[O:31])[CH:27]=[CH:26][C:24]=3[N:25]=[C:5]12)([CH3:3])[CH3:2].[CH3:34][Mg+].[Br-]. The catalyst is C1COCC1. The product is [CH:1]([CH:4]1[N:9]([C:10]2[N:15]=[C:14]([C:16]([F:18])([F:19])[F:17])[C:13]([C:20]([OH:22])([CH3:34])[CH3:21])=[CH:12][N:11]=2)[CH2:8][CH2:7][N:6]2[C:23]3[CH:29]=[C:28]([S:30]([CH3:33])(=[O:31])=[O:32])[CH:27]=[CH:26][C:24]=3[N:25]=[C:5]12)([CH3:3])[CH3:2]. The yield is 0.330. (3) The catalyst is COCCOCCOC.N1C=CC=CC=1. The yield is 0.720. The product is [S:1]1[C:2]2[C:9](=[O:11])[CH2:8][CH2:7][CH2:6][C:3]=2[CH:4]=[CH:5]1. The reactants are [S:1]1[CH:5]=[CH:4][C:3]([CH2:6][CH2:7][CH2:8][C:9]([OH:11])=O)=[CH:2]1.S(Cl)(Cl)=O.